From a dataset of Reaction yield outcomes from USPTO patents with 853,638 reactions. Predict the reaction yield, written as a fraction of the theoretical maximum amount of product (1.0 means a 100% yield; for example, 0.34 means a 34% yield). (1) The reactants are [C:1]12([C:11]3[CH:21]=[CH:20][C:14]([O:15][CH2:16][C:17]([OH:19])=O)=[CH:13][CH:12]=3)[CH2:10][CH:5]3[CH2:6][CH:7]([CH2:9][CH:3]([CH2:4]3)[CH2:2]1)[CH2:8]2.[F:22][C:23]([F:38])([F:37])[C:24]1[CH:36]=[CH:35][C:27]([CH2:28][N:29]2[CH2:34][CH2:33][NH:32][CH2:31][CH2:30]2)=[CH:26][CH:25]=1. No catalyst specified. The product is [C:1]12([C:11]3[CH:21]=[CH:20][C:14]([O:15][CH2:16][C:17]([N:32]4[CH2:31][CH2:30][N:29]([CH2:28][C:27]5[CH:26]=[CH:25][C:24]([C:23]([F:37])([F:38])[F:22])=[CH:36][CH:35]=5)[CH2:34][CH2:33]4)=[O:19])=[CH:13][CH:12]=3)[CH2:8][CH:7]3[CH2:9][CH:3]([CH2:4][CH:5]([CH2:6]3)[CH2:10]1)[CH2:2]2. The yield is 0.933. (2) The reactants are Br[CH2:2][C:3]1[CH:4]=[CH:5][C:6]([NH:9][C:10](=[O:29])[C:11]2[CH:16]=[C:15]([O:17][CH2:18][CH2:19][C:20]3[CH:24]=[CH:23][S:22][CH:21]=3)[CH:14]=[C:13]([O:25][CH:26]([CH3:28])[CH3:27])[CH:12]=2)=[N:7][CH:8]=1.[P:30]([O:37]CC)([O:34][CH2:35][CH3:36])[O:31][CH2:32][CH3:33].CO.C(OCC)(=O)C. The catalyst is CN(C=O)C. The product is [CH2:32]([O:31][P:30]([CH2:2][C:3]1[CH:8]=[N:7][C:6]([NH:9][C:10](=[O:29])[C:11]2[CH:16]=[C:15]([O:17][CH2:18][CH2:19][C:20]3[CH:24]=[CH:23][S:22][CH:21]=3)[CH:14]=[C:13]([O:25][CH:26]([CH3:28])[CH3:27])[CH:12]=2)=[CH:5][CH:4]=1)(=[O:37])[O:34][CH2:35][CH3:36])[CH3:33]. The yield is 0.166. (3) The reactants are Br[C:2]1[C:15]2[C:16]3=[C:17]4[C:12](=[CH:13][CH:14]=2)[CH:11]=[CH:10][CH:9]=[C:8]4[CH:7]=[CH:6][C:5]3=[CH:4][CH:3]=1.[Li]CCCC.[Cl-].[C:24]1([PH:30][C:31]2[CH:36]=[CH:35][CH:34]=[CH:33][CH:32]=2)[CH:29]=[CH:28][CH:27]=[CH:26][CH:25]=1.[NH4+].[Cl-]. The catalyst is C1COCC1. The product is [C:31]1([P:30]([C:24]2[CH:25]=[CH:26][CH:27]=[CH:28][CH:29]=2)[C:2]2[C:15]3[C:16]4=[C:17]5[C:12](=[CH:13][CH:14]=3)[CH:11]=[CH:10][CH:9]=[C:8]5[CH:7]=[CH:6][C:5]4=[CH:4][CH:3]=2)[CH:32]=[CH:33][CH:34]=[CH:35][CH:36]=1. The yield is 0.390. (4) The reactants are Br[C:2]1[CH:7]=[CH:6][C:5]([CH:8]([N:15]([CH3:29])[C:16](=[O:28])[CH2:17][N:18]([C:20]2[CH:25]=[CH:24][C:23]([Cl:26])=[C:22]([Cl:27])[CH:21]=2)[CH3:19])[CH2:9][N:10]2[CH2:14][CH2:13][CH2:12][CH2:11]2)=[CH:4][CH:3]=1.[Cl:30][C:31]1[CH:36]=[CH:35][C:34](B(O)O)=[CH:33][CH:32]=1.C([O-])([O-])=O.[Na+].[Na+].C(OCC)(=O)C. The catalyst is O1CCOCC1.O.[Cl-].[Na+].O.C1C=CC(P(C2C=CC=CC=2)[C-]2C=CC=C2)=CC=1.C1C=CC(P(C2C=CC=CC=2)[C-]2C=CC=C2)=CC=1.Cl[Pd]Cl.[Fe+2]. The product is [Cl:30][C:31]1[CH:36]=[CH:35][C:34]([C:2]2[CH:3]=[CH:4][C:5]([CH:8]([N:15]([CH3:29])[C:16](=[O:28])[CH2:17][N:18]([C:20]3[CH:25]=[CH:24][C:23]([Cl:26])=[C:22]([Cl:27])[CH:21]=3)[CH3:19])[CH2:9][N:10]3[CH2:11][CH2:12][CH2:13][CH2:14]3)=[CH:6][CH:7]=2)=[CH:33][CH:32]=1. The yield is 0.470.